From a dataset of Forward reaction prediction with 1.9M reactions from USPTO patents (1976-2016). Predict the product of the given reaction. (1) Given the reactants Br[CH2:2][C:3]([O:5][CH2:6][CH3:7])=[O:4].[F:8][C:9]1[CH:10]=[C:11]([OH:23])[CH:12]=[C:13]([C:15]2([O:21][CH3:22])[CH2:20][CH2:19][O:18][CH2:17][CH2:16]2)[CH:14]=1.C([O-])([O-])=O.[K+].[K+], predict the reaction product. The product is: [F:8][C:9]1[CH:10]=[C:11]([CH:12]=[C:13]([C:15]2([O:21][CH3:22])[CH2:16][CH2:17][O:18][CH2:19][CH2:20]2)[CH:14]=1)[O:23][CH2:2][C:3]([O:5][CH2:6][CH3:7])=[O:4]. (2) Given the reactants [F:1][C:2]1([F:22])[CH2:6][C@H:5]([CH2:7][OH:8])[N:4]([CH2:9][CH2:10][C:11]2[CH:20]=[CH:19][C:14]([C:15]([O:17][CH3:18])=[O:16])=[CH:13][CH:12]=2)[C:3]1=[O:21].FC1(F)C[C@H](CO)N(CCCCCCC(OC)=O)C1=O, predict the reaction product. The product is: [F:22][C:2]1([F:1])[CH2:6][C@H:5]([CH:7]=[O:8])[N:4]([CH2:9][CH2:10][C:11]2[CH:20]=[CH:19][C:14]([C:15]([O:17][CH3:18])=[O:16])=[CH:13][CH:12]=2)[C:3]1=[O:21]. (3) The product is: [Si:1]([O:18][CH:19]1[CH2:23][CH2:22][CH:21]([C:24](=[O:32])[CH2:25][C:26]2[CH:31]=[CH:30][CH:29]=[CH:28][CH:27]=2)[CH2:20]1)([C:14]([CH3:17])([CH3:15])[CH3:16])([C:8]1[CH:13]=[CH:12][CH:11]=[CH:10][CH:9]=1)[C:2]1[CH:3]=[CH:4][CH:5]=[CH:6][CH:7]=1. Given the reactants [Si:1]([O:18][CH:19]1[CH2:23][CH2:22][C:21]([C:24](=[O:32])[CH2:25][C:26]2[CH:31]=[CH:30][CH:29]=[CH:28][CH:27]=2)=[CH:20]1)([C:14]([CH3:17])([CH3:16])[CH3:15])([C:8]1[CH:13]=[CH:12][CH:11]=[CH:10][CH:9]=1)[C:2]1[CH:7]=[CH:6][CH:5]=[CH:4][CH:3]=1.[H][H], predict the reaction product. (4) Given the reactants [F:1][C:2]1[CH:7]=[CH:6][C:5]([C:8]2[CH:13]=[C:12]([C:14]([F:17])([F:16])[F:15])[NH:11][C:10](=O)[N:9]=2)=[CH:4][CH:3]=1.O=P(Cl)(Cl)[Cl:21], predict the reaction product. The product is: [Cl:21][C:10]1[N:9]=[C:8]([C:5]2[CH:6]=[CH:7][C:2]([F:1])=[CH:3][CH:4]=2)[CH:13]=[C:12]([C:14]([F:17])([F:16])[F:15])[N:11]=1.